From a dataset of Peptide-MHC class I binding affinity with 185,985 pairs from IEDB/IMGT. Regression. Given a peptide amino acid sequence and an MHC pseudo amino acid sequence, predict their binding affinity value. This is MHC class I binding data. The peptide sequence is AFFSDLVKF. The MHC is HLA-A01:01 with pseudo-sequence HLA-A01:01. The binding affinity (normalized) is 0.213.